From a dataset of Forward reaction prediction with 1.9M reactions from USPTO patents (1976-2016). Predict the product of the given reaction. (1) Given the reactants [CH3:1][O:2][N:3]=[C:4]1[C:8]2[CH:9]=[CH:10][CH:11]=[CH:12][C:7]=2[O:6][C:5]1=[N:13][O:14][CH2:15][CH2:16][OH:17].[OH-].[K+].C(O)(=O)C, predict the reaction product. The product is: [CH3:1][O:2]/[N:3]=[C:4](/[C:5]1[O:17][CH2:16][CH2:15][O:14][N:13]=1)\[C:8]1[CH:9]=[CH:10][CH:11]=[CH:12][C:7]=1[OH:6]. (2) The product is: [CH3:78][O:77][C:75](=[O:76])[C@@H:65]([NH:64][C:27]([C:18]1[CH:17]=[C:16]([O:15][CH2:14][C:13]([N:9]2[CH2:10][CH2:11][CH2:12][C@H:8]2[C:6](=[O:7])[NH:5][CH2:4][CH:1]2[CH2:2][CH2:3]2)=[O:30])[N:20]([C:21]2[CH:26]=[CH:25][CH:24]=[CH:23][CH:22]=2)[N:19]=1)=[O:29])[CH2:66][CH2:67][C:68]([O:69][C:70]([CH3:71])([CH3:72])[CH3:73])=[O:74]. Given the reactants [CH:1]1([CH2:4][NH:5][C:6]([C@@H:8]2[CH2:12][CH2:11][CH2:10][N:9]2[C:13](=[O:30])[CH2:14][O:15][C:16]2[N:20]([C:21]3[CH:26]=[CH:25][CH:24]=[CH:23][CH:22]=3)[N:19]=[C:18]([C:27]([OH:29])=O)[CH:17]=2)=[O:7])[CH2:3][CH2:2]1.CCN(C(C)C)C(C)C.CN(C(ON1N=NC2C=CC=NC1=2)=[N+](C)C)C.F[P-](F)(F)(F)(F)F.[NH2:64][C@H:65]([C:75]([O:77][CH3:78])=[O:76])[CH2:66][CH2:67][C:68](=[O:74])[O:69][C:70]([CH3:73])([CH3:72])[CH3:71].Cl, predict the reaction product. (3) Given the reactants O[C:2]1([C:15]2[N:16]([CH3:20])[CH:17]=[CH:18][N:19]=2)[CH2:7][CH2:6][N:5]([C:8]([O:10][C:11]([CH3:14])([CH3:13])[CH3:12])=[O:9])[CH2:4][CH2:3]1.CS(Cl)(=O)=O, predict the reaction product. The product is: [CH3:20][N:16]1[CH:17]=[CH:18][N:19]=[C:15]1[C:2]1[CH2:7][CH2:6][N:5]([C:8]([O:10][C:11]([CH3:14])([CH3:13])[CH3:12])=[O:9])[CH2:4][CH:3]=1. (4) The product is: [F:13][C:14]1[CH:19]=[C:18]([CH3:20])[CH:17]=[CH:16][C:15]=1[C:2]1[CH:3]=[N:4][CH:5]=[C:6]([CH:12]=1)[C:7]([O:9][CH2:10][CH3:11])=[O:8]. Given the reactants Br[C:2]1[CH:3]=[N:4][CH:5]=[C:6]([CH:12]=1)[C:7]([O:9][CH2:10][CH3:11])=[O:8].[F:13][C:14]1[CH:19]=[C:18]([CH3:20])[CH:17]=[CH:16][C:15]=1B(O)O.[Na+].[Na+].[Na+].P(C1C=C(S([O-])(=O)=O)C=CC=1)(C1C=C(S([O-])(=O)=O)C=CC=1)C1C=C(S([O-])(=O)=O)C=CC=1.C(NC(C)C)(C)C.C([O-])(O)=O.[Na+], predict the reaction product. (5) Given the reactants [CH3:1][C:2]1[N:6]=[C:5]([CH3:7])[S:4][C:3]=1/[CH:8]=[CH:9]/[C:10](N(C)C)=O.[N+]([O-])(O)=O.[CH3:19][O:20][C:21]1[CH:22]=[C:23]([NH:31][C:32]([NH2:34])=[NH:33])[CH:24]=[C:25]([O:29][CH3:30])[C:26]=1[O:27][CH3:28], predict the reaction product. The product is: [CH3:7][C:5]1[S:4][C:3]([C:8]2[CH:9]=[CH:10][N:34]=[C:32]([NH:31][C:23]3[CH:24]=[C:25]([O:29][CH3:30])[C:26]([O:27][CH3:28])=[C:21]([O:20][CH3:19])[CH:22]=3)[N:33]=2)=[C:2]([CH3:1])[N:6]=1. (6) Given the reactants [F:1][C:2]1[CH:7]=[CH:6][CH:5]=[C:4]([S:8]([CH3:11])(=[O:10])=[O:9])[C:3]=1F.[NH2:13][C:14]1[CH:19]=[N:18][C:17]([Cl:20])=[CH:16][N:15]=1.Cl[C:22]1[C:31]2[C:26](=[CH:27][CH:28]=[C:29]([OH:32])[CH:30]=2)[N:25]=[CH:24][N:23]=1, predict the reaction product. The product is: [Cl:20][C:17]1[N:18]=[CH:19][C:14]([NH:13][C:22]2[C:31]3[C:26](=[CH:27][CH:28]=[C:29]([O:32][C:3]4[C:4]([S:8]([CH3:11])(=[O:10])=[O:9])=[CH:5][CH:6]=[CH:7][C:2]=4[F:1])[CH:30]=3)[N:25]=[CH:24][N:23]=2)=[N:15][CH:16]=1.